From a dataset of HIV replication inhibition screening data with 41,000+ compounds from the AIDS Antiviral Screen. Binary Classification. Given a drug SMILES string, predict its activity (active/inactive) in a high-throughput screening assay against a specified biological target. (1) The compound is COc1cccc(C2=CCCCCC2)c1OC. The result is 0 (inactive). (2) The drug is O=C(C=C1NC(=O)c2ccccc2N1)c1ccncc1. The result is 0 (inactive). (3) The molecule is CC(=NNC(=O)CCSCCC(=O)NN=C(C)c1ccc(OS(C)(=O)=O)cc1)c1ccc(OS(C)(=O)=O)cc1. The result is 0 (inactive). (4) The drug is c1c[se]c(-c2nc3ccccc3[nH]2)c1. The result is 0 (inactive). (5) The drug is O=c1c2cc([N+](=O)[O-])cnc2sn1-c1ccc(Oc2ccccc2)cc1. The result is 1 (active). (6) The molecule is c1cnn(CN(Cn2cccn2)Cn2cccn2)c1. The result is 0 (inactive). (7) The drug is CC(C)OP(=O)(OC(C)C)c1ncn(-c2ccc([N+](=O)[O-])cc2)n1. The result is 0 (inactive). (8) The molecule is Cc1cc(S(=O)(=O)Nc2nc(=N)nc3[nH]c4ccccc4n23)c(S)cc1Cl. The result is 1 (active). (9) The result is 0 (inactive). The compound is Cc1cc(Br)c(N2C3=C(CC4=C2CCCC4=O)C(=O)CCC3)c(Br)c1. (10) The molecule is COc1cc2c(oc(=O)c3c4oc([Si](C)(C)C)cc4cc(OC)c23)c2cccc(O)c12. The result is 0 (inactive).